From a dataset of Catalyst prediction with 721,799 reactions and 888 catalyst types from USPTO. Predict which catalyst facilitates the given reaction. (1) Reactant: [Br:1][C:2]1[CH:3]=[C:4]2[C:9](=[CH:10][CH:11]=1)[C:8](=[O:12])[NH:7][CH:6]=[CH:5]2.C(=O)([O-])[O-].[Cs+].[Cs+].Br[CH2:20][C:21]([CH3:25])([CH3:24])[CH2:22][OH:23].[I-].[Na+]. Product: [Br:1][C:2]1[CH:3]=[C:4]2[C:9](=[CH:10][CH:11]=1)[C:8](=[O:12])[N:7]([CH2:20][C:21]([CH3:25])([CH3:24])[CH2:22][OH:23])[CH:6]=[CH:5]2. The catalyst class is: 179. (2) Reactant: [NH2:1][C:2]1[CH:3]=[C:4]([CH:7]=[CH:8][CH:9]=1)[CH2:5]O.C1(P(C2C=CC=CC=2)C2C=CC=CC=2)C=CC=CC=1.[F:29][C:30]1[CH:31]=[C:32]([C:37]2[CH:38]=[CH:39][C:40](=[O:43])[NH:41][N:42]=2)[CH:33]=[C:34]([F:36])[CH:35]=1.N(C(OC(C)C)=O)=NC(OC(C)C)=O. Product: [NH2:1][C:2]1[CH:3]=[C:4]([CH:7]=[CH:8][CH:9]=1)[CH2:5][N:41]1[C:40](=[O:43])[CH:39]=[CH:38][C:37]([C:32]2[CH:33]=[C:34]([F:36])[CH:35]=[C:30]([F:29])[CH:31]=2)=[N:42]1. The catalyst class is: 1. (3) Reactant: [F:1][C:2]1[CH:27]=[CH:26][CH:25]=[C:24]([F:28])[C:3]=1[C:4]([NH:6][C:7]1[C:8]([C:21]([OH:23])=O)=[N:9][N:10]([CH2:12][C:13]2[CH:18]=[CH:17][C:16]([O:19][CH3:20])=[CH:15][CH:14]=2)[CH:11]=1)=[O:5].Cl.CN(C)CCCN=C=NCC.ON1C2C=CC=CC=2N=N1.C(N(CC)CC)C.Cl.[NH2:59][CH2:60][C:61]([C:63]1[CH:68]=[CH:67][CH:66]=[CH:65][CH:64]=1)=[O:62]. Product: [O:62]=[C:61]([C:63]1[CH:68]=[CH:67][CH:66]=[CH:65][CH:64]=1)[CH2:60][NH:59][C:21]([C:8]1[C:7]([NH:6][C:4](=[O:5])[C:3]2[C:2]([F:1])=[CH:27][CH:26]=[CH:25][C:24]=2[F:28])=[CH:11][N:10]([CH2:12][C:13]2[CH:18]=[CH:17][C:16]([O:19][CH3:20])=[CH:15][CH:14]=2)[N:9]=1)=[O:23]. The catalyst class is: 9. (4) Product: [Cl:21][C:20]1[C:15]([N:12]2[C:13]([CH3:14])=[C:9]([C:7]([OH:8])=[O:6])[CH:10]=[N:11]2)=[N:16][CH:17]=[C:18]([CH:22]2[CH2:23][CH2:24]2)[CH:19]=1. Reactant: O.[OH-].[Na+].C([O:6][C:7]([C:9]1[CH:10]=[N:11][N:12]([C:15]2[C:20]([Cl:21])=[CH:19][C:18]([CH:22]3[CH2:24][CH2:23]3)=[CH:17][N:16]=2)[C:13]=1[CH3:14])=[O:8])C.Cl. The catalyst class is: 8. (5) Reactant: [Cl:1][C:2]1[CH:3]=[C:4]([CH:16]=[CH:17][CH:18]=1)[C:5]([NH:7][C:8]1[C:9](Cl)=[N:10][CH:11]=[C:12]([Cl:14])[CH:13]=1)=[O:6].[NH:19]1[CH2:25][CH2:24][CH2:23][NH:22][CH2:21][CH2:20]1. Product: [Cl:1][C:2]1[CH:3]=[C:4]([CH:16]=[CH:17][CH:18]=1)[C:5]([NH:7][C:8]1[C:9]([N:19]2[CH2:25][CH2:24][CH2:23][NH:22][CH2:21][CH2:20]2)=[N:10][CH:11]=[C:12]([Cl:14])[CH:13]=1)=[O:6]. The catalyst class is: 10. (6) Reactant: [BH4-].[Na+].[CH2:3]([O:10][C:11]1[CH:16]=[C:15](/[CH:17]=[C:18](/[N+:20]([O-:22])=[O:21])\[CH3:19])[CH:14]=[CH:13][C:12]=1[O:23][CH3:24])[C:4]1[CH:9]=[CH:8][CH:7]=[CH:6][CH:5]=1.Cl.C(OCC)(=O)C. Product: [CH2:3]([O:10][C:11]1[CH:16]=[C:15]([CH2:17][CH:18]([N+:20]([O-:22])=[O:21])[CH3:19])[CH:14]=[CH:13][C:12]=1[O:23][CH3:24])[C:4]1[CH:5]=[CH:6][CH:7]=[CH:8][CH:9]=1. The catalyst class is: 353. (7) Reactant: [CH3:1][N:2]([C:7]1[CH:12]=[CH:11][CH:10]=[CH:9][CH:8]=1)[CH2:3][C:4]([OH:6])=[O:5].C([O-])([O-])=O.[Cs+].[Cs+].[Cl:19][C:20]1[CH:27]=[CH:26][C:23]([CH2:24]Cl)=[CH:22][CH:21]=1. Product: [CH3:1][N:2]([C:7]1[CH:12]=[CH:11][CH:10]=[CH:9][CH:8]=1)[CH2:3][C:4]([O:6][CH2:24][C:23]1[CH:26]=[CH:27][C:20]([Cl:19])=[CH:21][CH:22]=1)=[O:5]. The catalyst class is: 31. (8) Reactant: [Br:1][C:2]1[S:3][C:4](Br)=[N:5][N:6]=1.[NH:8]1[CH2:13][CH2:12][CH:11]([C:14]([NH2:16])=[O:15])[CH2:10][CH2:9]1. Product: [Br:1][C:2]1[S:3][C:4]([N:8]2[CH2:13][CH2:12][CH:11]([C:14]([NH2:16])=[O:15])[CH2:10][CH2:9]2)=[N:5][N:6]=1. The catalyst class is: 88.